From a dataset of Catalyst prediction with 721,799 reactions and 888 catalyst types from USPTO. Predict which catalyst facilitates the given reaction. (1) Reactant: [NH2:1][CH:2]([CH3:8])[CH2:3][C:4]([O:6][CH3:7])=[O:5].[O:9]([CH2:16][C@H:17]1[O:19][CH2:18]1)[C:10]1[CH:15]=[CH:14][CH:13]=[CH:12][CH:11]=1.FC(F)(F)S([O-])(=O)=O.[Yb+3].FC(F)(F)S([O-])(=O)=O.FC(F)(F)S([O-])(=O)=O. Product: [CH3:7][O:6][C:4](=[O:5])[CH2:3][CH:2]([NH:1][CH2:18][C@H:17]([OH:19])[CH2:16][O:9][C:10]1[CH:15]=[CH:14][CH:13]=[CH:12][CH:11]=1)[CH3:8]. The catalyst class is: 4. (2) Reactant: [O-][CH2:2][CH3:3].[CH2:4]([C:6]([CH2:13][CH3:14])([C:10]([O-:12])=[O:11])[C:7]([O-:9])=[O:8])C.C([C@H]1OC1)Cl. Product: [O:12]=[C:10]1[O:11][CH2:14][C@@H:13]2[C@@:6]1([C:7]([O:9][CH2:2][CH3:3])=[O:8])[CH2:4]2. The catalyst class is: 6. (3) Reactant: Cl.[F:2][C:3]1[CH:30]=[CH:29][C:6]([CH2:7][NH:8][C:9]([C:11]2[CH:16]=[C:15]([C:17]3[CH2:21][CH:20]([CH:22]4[CH2:27][CH2:26][NH:25][CH2:24][CH2:23]4)[O:19][N:18]=3)[N:14]=[C:13]([CH3:28])[N:12]=2)=[O:10])=[CH:5][C:4]=1[O:31][CH3:32].ClC(Cl)(O[C:37](=[O:43])OC(Cl)(Cl)Cl)Cl.[CH2:45]([CH2:47][NH2:48])[OH:46]. Product: [F:2][C:3]1[CH:30]=[CH:29][C:6]([CH2:7][NH:8][C:9]([C:11]2[CH:16]=[C:15]([C:17]3[CH2:21][CH:20]([CH:22]4[CH2:23][CH2:24][N:25]([C:37](=[O:43])[NH:48][CH2:47][CH2:45][OH:46])[CH2:26][CH2:27]4)[O:19][N:18]=3)[N:14]=[C:13]([CH3:28])[N:12]=2)=[O:10])=[CH:5][C:4]=1[O:31][CH3:32]. The catalyst class is: 2.